This data is from Catalyst prediction with 721,799 reactions and 888 catalyst types from USPTO. The task is: Predict which catalyst facilitates the given reaction. (1) Reactant: [NH2:1][CH2:2][C:3]1[CH:8]=[CH:7][C:6]([CH2:9][CH2:10][C:11]2[N:12]=[C:13]([NH:16][C:17](=[O:19])[CH3:18])[S:14][CH:15]=2)=[CH:5][CH:4]=1.[C:20]([O:24][C:25]([NH:27][C:28](N1C=CC=N1)=[N:29][C:30]([O:32][C:33]([CH3:36])([CH3:35])[CH3:34])=[O:31])=[O:26])([CH3:23])([CH3:22])[CH3:21]. Product: [C:20]([O:24][C:25](=[O:26])[NH:27][CH:28]([NH:1][CH2:2][C:3]1[CH:8]=[CH:7][C:6]([CH2:9][CH2:10][C:11]2[N:12]=[C:13]([NH:16][C:17](=[O:19])[CH3:18])[S:14][CH:15]=2)=[CH:5][CH:4]=1)[NH:29][C:30](=[O:31])[O:32][C:33]([CH3:36])([CH3:35])[CH3:34])([CH3:23])([CH3:21])[CH3:22]. The catalyst class is: 7. (2) Reactant: [Li+].[OH-].[CH3:3][C:4]1[CH:9]=[CH:8][CH:7]=[C:6]([CH3:10])[C:5]=1[NH:11][C:12]([NH:14][C:15]1[C:16]([C:25]([NH:27][CH2:28][CH2:29][CH2:30][C:31]([O:33]CC)=[O:32])=[O:26])=[CH:17][C:18]2[C:23]([CH:24]=1)=[CH:22][CH:21]=[CH:20][CH:19]=2)=[O:13].Cl.C(OCC)(=O)C. Product: [CH3:10][C:6]1[CH:7]=[CH:8][CH:9]=[C:4]([CH3:3])[C:5]=1[NH:11][C:12]([NH:14][C:15]1[C:16]([C:25]([NH:27][CH2:28][CH2:29][CH2:30][C:31]([OH:33])=[O:32])=[O:26])=[CH:17][C:18]2[C:23]([CH:24]=1)=[CH:22][CH:21]=[CH:20][CH:19]=2)=[O:13]. The catalyst class is: 127.